From a dataset of Reaction yield outcomes from USPTO patents with 853,638 reactions. Predict the reaction yield, written as a fraction of the theoretical maximum amount of product (1.0 means a 100% yield; for example, 0.34 means a 34% yield). (1) The product is [F:1][C:2]1[CH:3]=[C:4]([N:8]2[CH2:12][C@H:11]([CH2:13][O:14][S:17]([CH3:16])(=[O:19])=[O:18])[O:10][C:9]2=[O:15])[CH:5]=[CH:6][CH:7]=1. The catalyst is C(Cl)Cl. The yield is 0.887. The reactants are [F:1][C:2]1[CH:3]=[C:4]([N:8]2[CH2:12][CH:11]([CH2:13][OH:14])[O:10][C:9]2=[O:15])[CH:5]=[CH:6][CH:7]=1.[CH3:16][S:17](Cl)(=[O:19])=[O:18]. (2) The catalyst is CN(C=O)C. The product is [CH:1]1([C:4]#[C:5][C:6]2[O:10][N:9]=[C:8]([CH2:11][CH2:12][C@@:13]([CH3:21])([S:17]([CH3:20])(=[O:19])=[O:18])[C:14]([NH:33][O:32][CH:27]3[CH2:28][CH2:29][CH2:30][CH2:31][O:26]3)=[O:16])[CH:7]=2)[CH2:2][CH2:3]1. The reactants are [CH:1]1([C:4]#[C:5][C:6]2[O:10][N:9]=[C:8]([CH2:11][CH2:12][C@@:13]([CH3:21])([S:17]([CH3:20])(=[O:19])=[O:18])[C:14]([OH:16])=O)[CH:7]=2)[CH2:3][CH2:2]1.C(Cl)CCl.[O:26]1[CH2:31][CH2:30][CH2:29][CH2:28][CH:27]1[O:32][NH2:33]. The yield is 0.830.